Dataset: Catalyst prediction with 721,799 reactions and 888 catalyst types from USPTO. Task: Predict which catalyst facilitates the given reaction. (1) Reactant: [CH:1]([O:4][C:5]([N:7]1[C:16]2[C:11](=[N:12][C:13]([O:17][CH3:18])=[CH:14][CH:15]=2)[C@H:10]([NH:19][CH2:20][C:21]2[CH:26]=[C:25]([C:27]([F:30])([F:29])[F:28])[CH:24]=[C:23]([C:31]([F:34])([F:33])[F:32])[CH:22]=2)[CH2:9][C@@H:8]1[CH3:35])=[O:6])([CH3:3])[CH3:2].[F:36][C:37]1[CH:38]=[C:39]([CH:43]=[C:44]([C:46]([F:49])([F:48])[F:47])[CH:45]=1)[C:40](Cl)=[O:41]. Product: [CH:1]([O:4][C:5]([N:7]1[C:16]2[C:11](=[N:12][C:13]([O:17][CH3:18])=[CH:14][CH:15]=2)[C@H:10]([N:19]([CH2:20][C:21]2[CH:26]=[C:25]([C:27]([F:28])([F:29])[F:30])[CH:24]=[C:23]([C:31]([F:34])([F:33])[F:32])[CH:22]=2)[C:40](=[O:41])[C:39]2[CH:43]=[C:44]([C:46]([F:47])([F:48])[F:49])[CH:45]=[C:37]([F:36])[CH:38]=2)[CH2:9][C@@H:8]1[CH3:35])=[O:6])([CH3:3])[CH3:2]. The catalyst class is: 17. (2) Reactant: O.[NH2:2][NH2:3].Cl[C:5]1[N:6]=[C:7]2[CH:15]=[C:14]([Cl:16])[N:13]=[CH:12][C:8]2=[N:9][C:10]=1[Cl:11].CCO. Product: [Cl:11][C:10]1[N:9]=[C:8]2[CH:12]=[N:13][C:14]([Cl:16])=[CH:15][C:7]2=[N:6][C:5]=1[NH:2][NH2:3]. The catalyst class is: 28. (3) Reactant: B(F)(F)F.CCOCC.[C:10]([NH:20][CH:21]([C:23]([OH:25])=[O:24])[CH3:22])([O:12][CH2:13][C:14]1[CH:19]=[CH:18][CH:17]=[CH:16][CH:15]=1)=[O:11].CO[CH:28](OC)[C:29]1[CH:34]=[CH:33][CH:32]=[CH:31][CH:30]=1. Product: [CH3:22][CH:21]1[C:23](=[O:25])[O:24][CH:28]([C:29]2[CH:34]=[CH:33][CH:32]=[CH:31][CH:30]=2)[N:20]1[C:10]([O:12][CH2:13][C:14]1[CH:19]=[CH:18][CH:17]=[CH:16][CH:15]=1)=[O:11]. The catalyst class is: 27.